From a dataset of Forward reaction prediction with 1.9M reactions from USPTO patents (1976-2016). Predict the product of the given reaction. (1) Given the reactants [CH2:1]([S:3]([N:6]1[CH2:9][C:8]([CH2:32][C:33]#[N:34])([N:10]2[CH:14]=[C:13]([C:15]3[C:16]4[CH:23]=[CH:22][N:21](COCC[Si](C)(C)C)[C:17]=4[N:18]=[CH:19][N:20]=3)[CH:12]=[N:11]2)[CH2:7]1)(=[O:5])=[O:4])[CH3:2].[F:35][C:36]([F:41])([F:40])[C:37]([OH:39])=[O:38], predict the reaction product. The product is: [F:35][C:36]([F:41])([F:40])[C:37]([OH:39])=[O:38].[CH2:1]([S:3]([N:6]1[CH2:9][C:8]([CH2:32][C:33]#[N:34])([N:10]2[CH:14]=[C:13]([C:15]3[C:16]4[CH:23]=[CH:22][NH:21][C:17]=4[N:18]=[CH:19][N:20]=3)[CH:12]=[N:11]2)[CH2:7]1)(=[O:4])=[O:5])[CH3:2]. (2) Given the reactants [F:1][C:2]1[C:3]([CH3:18])=[C:4]([C:10]2[CH:15]=[CH:14][CH:13]=[C:12]([CH:16]=[O:17])[CH:11]=2)[C:5]([CH3:9])=[CH:6][C:7]=1[OH:8].[BH4-].[Na+], predict the reaction product. The product is: [F:1][C:2]1[C:3]([CH3:18])=[C:4]([C:10]2[CH:15]=[CH:14][CH:13]=[C:12]([CH2:16][OH:17])[CH:11]=2)[C:5]([CH3:9])=[CH:6][C:7]=1[OH:8]. (3) The product is: [CH3:1][N:2]1[C:10]2[C:5](=[CH:6][CH:7]=[CH:8][CH:9]=2)[C:4]([C:11]2[C:12]([NH:14][C:22](=[O:23])[C:21]=2[C:15]2[CH:20]=[CH:19][CH:18]=[CH:17][CH:16]=2)=[O:13])=[CH:3]1. Given the reactants [CH3:1][N:2]1[C:10]2[C:5](=[CH:6][CH:7]=[CH:8][CH:9]=2)[C:4]([CH2:11][C:12]([NH2:14])=[O:13])=[CH:3]1.[C:15]1([C:21](=O)[C:22](OCC)=[O:23])[CH:20]=[CH:19][CH:18]=[CH:17][CH:16]=1.CC(C)([O-])C.[K+].O, predict the reaction product. (4) Given the reactants [CH3:1][O:2][C:3](=[O:19])[C:4]1[CH:9]=[CH:8][C:7]([CH2:10]Cl)=[CH:6][C:5]=1[C:12]1[CH:17]=[CH:16][CH:15]=[CH:14][C:13]=1[CH3:18].[K].[N:21]1[CH:26]=[CH:25][CH:24]=[C:23]([SH:27])[CH:22]=1.O, predict the reaction product. The product is: [CH3:1][O:2][C:3](=[O:19])[C:4]1[CH:9]=[CH:8][C:7]([CH2:10][S:27][C:23]2[CH:22]=[N:21][CH:26]=[CH:25][CH:24]=2)=[CH:6][C:5]=1[C:12]1[CH:17]=[CH:16][CH:15]=[CH:14][C:13]=1[CH3:18]. (5) The product is: [CH3:28][C:20]1[C:21]([C:25]([N:56]2[CH2:61][CH2:60][CH:59]([N:62]3[CH2:67][CH2:66][O:65][CH2:64][CH2:63]3)[CH2:58][CH2:57]2)=[O:27])=[C:22]([CH3:24])[NH:23][C:19]=1/[CH:18]=[C:10]1\[C:11](=[O:17])[NH:12][C:13]2[C:9]\1=[C:8]([C:4]1[CH:5]=[CH:6][CH:7]=[C:2]([F:1])[CH:3]=1)[CH:16]=[CH:15][CH:14]=2. Given the reactants [F:1][C:2]1[CH:3]=[C:4]([C:8]2[CH:16]=[CH:15][CH:14]=[C:13]3[C:9]=2/[C:10](=[CH:18]/[C:19]2[NH:23][C:22]([CH3:24])=[C:21]([C:25]([OH:27])=O)[C:20]=2[CH3:28])/[C:11](=[O:17])[NH:12]3)[CH:5]=[CH:6][CH:7]=1.F[P-](F)(F)(F)(F)F.N1(O[P+](N(C)C)(N(C)C)N(C)C)C2C=CC=CC=2N=N1.[NH:56]1[CH2:61][CH2:60][CH:59]([N:62]2[CH2:67][CH2:66][O:65][CH2:64][CH2:63]2)[CH2:58][CH2:57]1.[Li+].[Cl-], predict the reaction product.